This data is from Catalyst prediction with 721,799 reactions and 888 catalyst types from USPTO. The task is: Predict which catalyst facilitates the given reaction. Reactant: Br[C:2]1[CH:3]=[N:4][C:5]([NH:8][C:9]2[CH:10]=[CH:11][C:12]([F:28])=[C:13]([CH:27]=2)[O:14][CH2:15][CH2:16][N:17]2[CH2:22][CH2:21][CH:20]([C:23]([O:25][CH3:26])=[O:24])[CH2:19][CH2:18]2)=[N:6][CH:7]=1.[F:29][CH:30]([F:47])[O:31][C:32]1[CH:37]=[CH:36][C:35](B2OC(C)(C)C(C)(C)O2)=[CH:34][CH:33]=1.C([O-])([O-])=O.[K+].[K+]. Product: [F:29][CH:30]([F:47])[O:31][C:32]1[CH:37]=[CH:36][C:35]([C:2]2[CH:3]=[N:4][C:5]([NH:8][C:9]3[CH:10]=[CH:11][C:12]([F:28])=[C:13]([CH:27]=3)[O:14][CH2:15][CH2:16][N:17]3[CH2:22][CH2:21][CH:20]([C:23]([O:25][CH3:26])=[O:24])[CH2:19][CH2:18]3)=[N:6][CH:7]=2)=[CH:34][CH:33]=1. The catalyst class is: 77.